Dataset: Reaction yield outcomes from USPTO patents with 853,638 reactions. Task: Predict the reaction yield, written as a fraction of the theoretical maximum amount of product (1.0 means a 100% yield; for example, 0.34 means a 34% yield). (1) The reactants are [C:1]([C:4]1[CH:5]=[C:6](B)[CH:7]=[CH:8][CH:9]=1)([OH:3])=[O:2].C(=O)([O-])[O-].[K+].[K+].[CH2:17]([C:19]([C:37]1[CH:42]=[CH:41][C:40](OS(C(F)(F)F)(=O)=O)=[C:39]([CH3:51])[CH:38]=1)([C:22]1[CH:27]=[CH:26][C:25](/[CH:28]=[CH:29]/[C:30]([CH2:34][CH3:35])([OH:33])[CH2:31][CH3:32])=[C:24]([CH3:36])[CH:23]=1)[CH2:20][CH3:21])[CH3:18].O. The catalyst is CN(C)C=O.C1C=CC([P]([Pd]([P](C2C=CC=CC=2)(C2C=CC=CC=2)C2C=CC=CC=2)([P](C2C=CC=CC=2)(C2C=CC=CC=2)C2C=CC=CC=2)[P](C2C=CC=CC=2)(C2C=CC=CC=2)C2C=CC=CC=2)(C2C=CC=CC=2)C2C=CC=CC=2)=CC=1. The product is [CH2:17]([C:19]([C:37]1[CH:42]=[CH:41][C:40]([C:6]2[CH:7]=[CH:8][CH:9]=[C:4]([C:1]([OH:3])=[O:2])[CH:5]=2)=[C:39]([CH3:51])[CH:38]=1)([C:22]1[CH:27]=[CH:26][C:25](/[CH:28]=[CH:29]/[C:30]([CH2:31][CH3:32])([OH:33])[CH2:34][CH3:35])=[C:24]([CH3:36])[CH:23]=1)[CH2:20][CH3:21])[CH3:18]. The yield is 0.600. (2) The product is [CH3:1][O:2][C:3]1[CH:4]=[C:5]2[C:10](=[CH:11][C:12]=1[O:13][CH3:14])[N:9]=[CH:8][CH:7]=[C:6]2[O:15][C:16]1[CH:17]=[CH:18][C:19]([O:22][CH2:32][CH2:31][CH2:30][O:39][C:40]2[CH:41]=[CH:42][CH:43]=[C:44]([CH3:56])[CH:45]=2)=[CH:20][CH:21]=1. The yield is 0.970. The catalyst is CN(C)C=O. The reactants are [CH3:1][O:2][C:3]1[CH:4]=[C:5]2[C:10](=[CH:11][C:12]=1[O:13][CH3:14])[N:9]=[CH:8][CH:7]=[C:6]2[O:15][C:16]1[CH:21]=[CH:20][C:19]([OH:22])=[CH:18][CH:17]=1.[H-].[Na+].COC1C=C2C(=CC=1OC)N=[CH:32][CH:31]=[C:30]2[O:39][C:40]1[CH:45]=[CH:44][C:43](NC(NC2CCNCC2)=O)=[CH:42][CH:41]=1.[C:56](=O)([O-])O.[Na+].